The task is: Predict the product of the given reaction.. This data is from Forward reaction prediction with 1.9M reactions from USPTO patents (1976-2016). The product is: [CH:16]1([C:2]2[CH:3]=[CH:4][CH:5]=[C:6]3[C:10]=2[CH2:9][C:8]([CH3:11])=[CH:7]3)[CH2:13][CH2:14]1. Given the reactants Br[C:2]1[CH:3]=[CH:4][CH:5]=[C:6]2[C:10]=1[CH2:9][C:8]([CH3:11])=[CH:7]2.P(C(C)(C)C)(C(C)(C)C)[C:13]([CH3:16])(C)[CH3:14].C1([Mg]Br)CC1.[NH4+].[Cl-], predict the reaction product.